The task is: Predict which catalyst facilitates the given reaction.. This data is from Catalyst prediction with 721,799 reactions and 888 catalyst types from USPTO. (1) Reactant: [N:1]1[CH:6]=[CH:5][CH:4]=[C:3]([N:7]2[CH2:11][CH2:10][NH:9][C:8]2=[O:12])[CH:2]=1.Br[C:14]1[CH:15]=[C:16]2[C:20](=[CH:21][CH:22]=1)[N:19]([CH2:23][CH3:24])[CH:18]=[CH:17]2.N[C@@H]1CCCC[C@H]1N.C(=O)([O-])[O-].[K+].[K+]. Product: [CH2:23]([N:19]1[C:20]2[C:16](=[CH:15][C:14]([N:9]3[CH2:10][CH2:11][N:7]([C:3]4[CH:2]=[N:1][CH:6]=[CH:5][CH:4]=4)[C:8]3=[O:12])=[CH:22][CH:21]=2)[CH:17]=[CH:18]1)[CH3:24]. The catalyst class is: 246. (2) Reactant: [CH2:1]([O:8][C:9]1[C:10](=[O:34])[CH:11]=[CH:12][N:13]2[CH:18]([CH2:19][C:20]([O:22]CC)=[O:21])[CH2:17][N:16]([CH2:25][C:26]3[CH:31]=[CH:30][C:29]([F:32])=[CH:28][CH:27]=3)[C:15](=[O:33])[C:14]=12)[C:2]1[CH:7]=[CH:6][CH:5]=[CH:4][CH:3]=1.[OH-].[K+].O. Product: [CH2:1]([O:8][C:9]1[C:10](=[O:34])[CH:11]=[CH:12][N:13]2[CH:18]([CH2:19][C:20]([OH:22])=[O:21])[CH2:17][N:16]([CH2:25][C:26]3[CH:31]=[CH:30][C:29]([F:32])=[CH:28][CH:27]=3)[C:15](=[O:33])[C:14]=12)[C:2]1[CH:7]=[CH:6][CH:5]=[CH:4][CH:3]=1. The catalyst class is: 5.